From a dataset of Full USPTO retrosynthesis dataset with 1.9M reactions from patents (1976-2016). Predict the reactants needed to synthesize the given product. (1) Given the product [C:27]([O:26][C:24](=[O:25])[NH:19][C@H:17]1[CH2:18][C@@H:14]([N:11]2[CH:10]=[N:9][C:8]3[C:12]2=[N:13][C:5]([C:3](=[O:2])[NH:50][CH2:49][CH2:48][NH2:51])=[N:6][C:7]=3[NH:33][CH2:34][CH:35]([C:42]2[CH:47]=[CH:46][CH:45]=[CH:44][CH:43]=2)[C:36]2[CH:37]=[CH:38][CH:39]=[CH:40][CH:41]=2)[C@H:15]([OH:32])[C@@H:16]1[OH:31])([CH3:28])([CH3:30])[CH3:29], predict the reactants needed to synthesize it. The reactants are: C[O:2][C:3]([C:5]1[N:13]=[C:12]2[C:8]([N:9]=[CH:10][N:11]2[C@@H:14]2[CH2:18][C@H:17]([N:19]([C:24]([O:26][C:27]([CH3:30])([CH3:29])[CH3:28])=[O:25])C(=O)CC)[C@@H:16]([OH:31])[C@H:15]2[OH:32])=[C:7]([NH:33][CH2:34][CH:35]([C:42]2[CH:47]=[CH:46][CH:45]=[CH:44][CH:43]=2)[C:36]2[CH:41]=[CH:40][CH:39]=[CH:38][CH:37]=2)[N:6]=1)=O.[CH2:48]([NH2:51])[CH2:49][NH2:50]. (2) Given the product [CH2:32]([CH:34]1[N:38]=[CH:37][S:36][N:35]1[NH:3][C:15](=[O:17])[C:14]([CH3:13])([N:19]1[C:24](=[O:25])[C:23]([C:26]2[CH:30]=[CH:29][S:28][CH:27]=2)=[C:22]([CH3:31])[O:21][CH2:20]1)[CH3:18])[CH3:33], predict the reactants needed to synthesize it. The reactants are: Cl.C[N:3](C)CCCN=C=NCC.[CH3:13][C:14]([N:19]1[C:24](=[O:25])[C:23]([C:26]2[CH:30]=[CH:29][S:28][CH:27]=2)=[C:22]([CH3:31])[O:21][CH2:20]1)([CH3:18])[C:15]([OH:17])=O.[CH2:32]([C:34]1[N:38]=[C:37](N)[S:36][N:35]=1)[CH3:33].C(N(CC)CC)C. (3) Given the product [CH2:1]([N:8]1[CH2:13][CH2:12][O:11][CH2:10][CH:9]1[CH2:16][NH:18][C:25](=[O:26])[C:24]([F:35])([F:34])[F:23])[C:2]1[CH:3]=[CH:4][CH:5]=[CH:6][CH:7]=1, predict the reactants needed to synthesize it. The reactants are: [CH2:1]([N:8]1[CH2:13][CH2:12][O:11][CH2:10][CH:9]1NC)[C:2]1[CH:7]=[CH:6][CH:5]=[CH:4][CH:3]=1.[CH2:16]([N:18](CC)CC)C.[F:23][C:24]([F:35])([F:34])[C:25](O[C:25](=[O:26])[C:24]([F:35])([F:34])[F:23])=[O:26]. (4) Given the product [NH2:1][C:2]1[C:10]2[C:9]([C:11]3[CH:16]=[CH:15][C:14]([CH3:17])=[C:13]([OH:18])[CH:12]=3)=[N:8][C:7]([NH:20][CH:21]3[CH2:22][CH2:23]3)=[N:6][C:5]=2[S:4][C:3]=1[C:24]([NH2:26])=[O:25], predict the reactants needed to synthesize it. The reactants are: [NH2:1][C:2]1[C:10]2[C:9]([C:11]3[CH:16]=[CH:15][C:14]([CH3:17])=[C:13]([O:18]C)[CH:12]=3)=[N:8][C:7]([NH:20][CH:21]3[CH2:23][CH2:22]3)=[N:6][C:5]=2[S:4][C:3]=1[C:24]([NH2:26])=[O:25].B(Br)(Br)Br. (5) Given the product [OH:22][CH:19]([CH2:20][NH:21][C:11](=[O:13])[CH2:10][O:9][C:8]1[CH:7]=[C:6]([CH:16]=[CH:15][CH:14]=1)[C:4]([OH:3])=[O:5])[CH2:18][NH:17][C:11](=[O:13])[CH2:10][O:9][C:8]1[CH:7]=[C:6]([CH:16]=[CH:15][CH:14]=1)[C:4]([OH:5])=[O:3], predict the reactants needed to synthesize it. The reactants are: C([O:3][C:4]([C:6]1[CH:7]=[C:8]([CH:14]=[CH:15][CH:16]=1)[O:9][CH2:10][C:11]([OH:13])=O)=[O:5])C.[NH2:17][CH2:18][CH:19]([OH:22])[CH2:20][NH2:21]. (6) The reactants are: CC1(C)C(C)(C)OB([C:9]2[CH:14]=[CH:13][C:12]([S:15]([CH:18]3[CH2:23][CH2:22][CH2:21][N:20]([C:24]([O:26][C:27]([CH3:30])([CH3:29])[CH3:28])=[O:25])[CH2:19]3)(=[O:17])=[O:16])=[CH:11][CH:10]=2)O1.[NH2:32][C:33]1[C:34]([C:40]([O:42][CH3:43])=[O:41])=[N:35][C:36](Br)=[CH:37][N:38]=1.[O-]P([O-])([O-])=O.[K+].[K+].[K+].CC#N. Given the product [NH2:32][C:33]1[C:34]([C:40]([O:42][CH3:43])=[O:41])=[N:35][C:36]([C:9]2[CH:14]=[CH:13][C:12]([S:15]([CH:18]3[CH2:23][CH2:22][CH2:21][N:20]([C:24]([O:26][C:27]([CH3:29])([CH3:30])[CH3:28])=[O:25])[CH2:19]3)(=[O:17])=[O:16])=[CH:11][CH:10]=2)=[CH:37][N:38]=1, predict the reactants needed to synthesize it. (7) Given the product [CH3:32][N:20]([C:17]1[CH:18]=[CH:19][C:14]([N:10]2[CH2:11][CH2:12][CH2:13][C@@:8]3([C:4](=[O:3])[N:5]([CH:25]4[CH2:30][CH2:29][O:28][CH2:27][CH2:26]4)[CH2:6][CH2:7]3)[CH2:9]2)=[CH:15][CH:16]=1)[C:21](=[O:24])[O:22][CH3:23], predict the reactants needed to synthesize it. The reactants are: [H-].[Na+].[O:3]=[C:4]1[C@@:8]2([CH2:13][CH2:12][CH2:11][N:10]([C:14]3[CH:19]=[CH:18][C:17]([NH:20][C:21](=[O:24])[O:22][CH3:23])=[CH:16][CH:15]=3)[CH2:9]2)[CH2:7][CH2:6][N:5]1[CH:25]1[CH2:30][CH2:29][O:28][CH2:27][CH2:26]1.O1CCC[CH2:32]1.CI.